Dataset: Forward reaction prediction with 1.9M reactions from USPTO patents (1976-2016). Task: Predict the product of the given reaction. (1) The product is: [OH:6][C:7]1[CH:8]=[C:9]([C:15]([C@@H:17]2[C@:26]3([CH3:27])[C@H:21]([C:22]([CH3:28])([CH3:29])[CH2:23][CH2:24][CH2:25]3)[CH2:20][C@@H:19]([CH2:30][NH:31][C:32](=[O:34])[CH3:33])[C@H:18]2[CH3:35])=[O:16])[CH:10]=[C:11]([OH:13])[CH:12]=1. Given the reactants B(Br)(Br)Br.C[O:6][C:7]1[CH:8]=[C:9]([C:15]([C@@H:17]2[C@:26]3([CH3:27])[C@H:21]([C:22]([CH3:29])([CH3:28])[CH2:23][CH2:24][CH2:25]3)[CH2:20][C@@H:19]([CH2:30][NH:31][C:32](=[O:34])[CH3:33])[C@H:18]2[CH3:35])=[O:16])[CH:10]=[C:11]([O:13]C)[CH:12]=1.CO, predict the reaction product. (2) Given the reactants [CH3:1][C:2]1[CH:7]=[CH:6][C:5]([S:8]([O:11][CH2:12][C@H:13]([O:16][C:17]2[C:22]([CH2:23]C=C)=[CH:21][CH:20]=[CH:19][C:18]=2[C:26]2[C:31]([Cl:32])=[CH:30][CH:29]=[CH:28][C:27]=2[Cl:33])[CH:14]=[CH2:15])(=[O:10])=[O:9])=[CH:4][CH:3]=1.[H][H], predict the reaction product. The product is: [CH3:1][C:2]1[CH:7]=[CH:6][C:5]([S:8]([O:11][CH2:12][C@H:13]2[CH2:14][CH2:15][CH2:23][C:22]3[CH:21]=[CH:20][CH:19]=[C:18]([C:26]4[C:31]([Cl:32])=[CH:30][CH:29]=[CH:28][C:27]=4[Cl:33])[C:17]=3[O:16]2)(=[O:10])=[O:9])=[CH:4][CH:3]=1. (3) Given the reactants [Cl:1][C:2]1[CH:3]=[N:4][CH:5]=[C:6]([O:10]COC)[C:7]=1[CH:8]=[O:9].Cl.C([O-])([O-])=O.[K+].[K+], predict the reaction product. The product is: [Cl:1][C:2]1[CH:3]=[N:4][CH:5]=[C:6]([OH:10])[C:7]=1[CH:8]=[O:9]. (4) Given the reactants [F:1][C:2]1[CH:23]=[CH:22][CH:21]=[C:20]([F:24])[C:3]=1[CH2:4][O:5][C:6]1[N:11]2[N:12]=[C:13]([CH3:18])[C:14]([C:15]([OH:17])=O)=[C:10]2[CH:9]=[C:8]([CH3:19])[CH:7]=1.[N:25]1([NH2:31])[CH2:30][CH2:29][O:28][CH2:27][CH2:26]1.CN(C(ON1N=NC2C=CC=NC1=2)=[N+](C)C)C.F[P-](F)(F)(F)(F)F.CN1CCOCC1, predict the reaction product. The product is: [F:1][C:2]1[CH:23]=[CH:22][CH:21]=[C:20]([F:24])[C:3]=1[CH2:4][O:5][C:6]1[N:11]2[N:12]=[C:13]([CH3:18])[C:14]([C:15]([NH:31][N:25]3[CH2:30][CH2:29][O:28][CH2:27][CH2:26]3)=[O:17])=[C:10]2[CH:9]=[C:8]([CH3:19])[CH:7]=1. (5) The product is: [CH3:1][CH:2]1[C:7]2=[C:8]([NH2:11])[CH:9]=[N:10][N:6]2[CH2:5][C@H:4]([CH3:12])[O:3]1. Given the reactants [CH3:1][CH:2]1[C:7]2=[C:8]([NH2:11])[CH:9]=[N:10][N:6]2[CH2:5][C@@H:4]([CH3:12])[O:3]1.C(OC[C@@H](O)C)C1C=CC=CC=1, predict the reaction product. (6) Given the reactants [Br:1][C:2]1[C:7]([CH3:8])=[C:6]([N+:9]([O-])=O)[CH:5]=[CH:4][C:3]=1O.[C:13]([O-:16])([O-])=O.[K+].[K+].[CH3:19]I, predict the reaction product. The product is: [Br:1][C:2]1[C:3]([O:16][CH3:13])=[CH:4][CH:5]=[C:6]2[C:7]=1[CH:8]=[CH:19][NH:9]2. (7) Given the reactants [CH3:1][C:2]1[N:3]=[C:4]2[C:9]([NH:10][C:11](=[O:16])[C:12]([CH3:15])([CH3:14])[CH3:13])=[CH:8][CH:7]=[CH:6][N:5]2[C:17]=1[CH3:18].C([Li])(C)(C)C.[C:24](Cl)(=[O:26])[CH3:25].CO, predict the reaction product. The product is: [C:24]([C:8]1[CH:7]=[CH:6][N:5]2[C:17]([CH3:18])=[C:2]([CH3:1])[N:3]=[C:4]2[C:9]=1[NH:10][C:11](=[O:16])[C:12]([CH3:14])([CH3:15])[CH3:13])(=[O:26])[CH3:25].